This data is from Catalyst prediction with 721,799 reactions and 888 catalyst types from USPTO. The task is: Predict which catalyst facilitates the given reaction. (1) Reactant: Cl[C:2]1[C:11]2[C:6](=[C:7]([Cl:12])[CH:8]=[CH:9][CH:10]=2)[CH:5]=[C:4]([O:13][CH2:14][CH2:15][CH3:16])[N:3]=1.[F-:17].[Cs+]. Product: [Cl:12][C:7]1[CH:8]=[CH:9][CH:10]=[C:11]2[C:6]=1[CH:5]=[C:4]([O:13][CH2:14][CH2:15][CH3:16])[N:3]=[C:2]2[F:17]. The catalyst class is: 16. (2) Reactant: C1C2C(=CC=CC=2)C=CC=1C([O:13][C:14](=[O:47])[C:15]([O:19][C:20]1[CH:25]=[CH:24][CH:23]=[C:22]([CH2:26][CH2:27][N:28]([CH2:40][CH2:41][CH2:42][CH2:43][CH2:44][CH2:45][CH3:46])[C:29]([NH:31][C:32]2[CH:37]=[CH:36][C:35]([F:38])=[CH:34][C:33]=2[F:39])=[O:30])[CH:21]=1)([CH3:18])[CH2:16][CH3:17])C. Product: [F:39][C:33]1[CH:34]=[C:35]([F:38])[CH:36]=[CH:37][C:32]=1[NH:31][C:29](=[O:30])[N:28]([CH2:27][CH2:26][C:22]1[CH:21]=[C:20]([CH:25]=[CH:24][CH:23]=1)[O:19][C:15]([CH3:18])([CH2:16][CH3:17])[C:14]([OH:47])=[O:13])[CH2:40][CH2:41][CH2:42][CH2:43][CH2:44][CH2:45][CH3:46]. The catalyst class is: 43. (3) Reactant: [Cl:1][C:2]1[C:3]([F:24])=[C:4]([NH:9][C:10]2[C:19]3[C:14](=[CH:15][C:16](F)=[C:17]([N+:20]([O-:22])=[O:21])[CH:18]=3)[N:13]=[CH:12][N:11]=2)[CH:5]=[CH:6][C:7]=1[F:8].[CH3:25][O-:26].[Na+].O. Product: [Cl:1][C:2]1[C:3]([F:24])=[C:4]([NH:9][C:10]2[C:19]3[C:14](=[CH:15][C:16]([O:26][CH3:25])=[C:17]([N+:20]([O-:22])=[O:21])[CH:18]=3)[N:13]=[CH:12][N:11]=2)[CH:5]=[CH:6][C:7]=1[F:8]. The catalyst class is: 5.